This data is from Full USPTO retrosynthesis dataset with 1.9M reactions from patents (1976-2016). The task is: Predict the reactants needed to synthesize the given product. (1) Given the product [NH2:20][C:15]1[N:14]=[C:13]([O:1][C:2]2[CH:3]=[CH:4][C:5]([C:6]([O:8][CH3:9])=[O:7])=[CH:10][CH:11]=2)[CH:18]=[C:17]([NH2:19])[N:16]=1, predict the reactants needed to synthesize it. The reactants are: [OH:1][C:2]1[CH:11]=[CH:10][C:5]([C:6]([O:8][CH3:9])=[O:7])=[CH:4][CH:3]=1.Cl[C:13]1[CH:18]=[C:17]([NH2:19])[N:16]=[C:15]([NH2:20])[N:14]=1.CO. (2) Given the product [Cl-:26].[F:1][C:2]1[CH:24]=[C:23]([F:25])[CH:22]=[CH:21][C:3]=1[O:4][CH2:5][C@@H:6]([OH:20])[C@@H:7]([NH3+:9])[CH3:8], predict the reactants needed to synthesize it. The reactants are: [F:1][C:2]1[CH:24]=[C:23]([F:25])[CH:22]=[CH:21][C:3]=1[O:4][CH2:5][C@@H:6]([OH:20])[C@@H:7]([NH:9]C(=O)OCC1C=CC=CC=1)[CH3:8].[ClH:26]. (3) Given the product [Br:28][C:17]1[N:16]2[N:20]=[N:21][N:22]=[C:15]2[C:14]([N:12]2[CH2:13][CH:10]([N:2]([CH3:1])[C:3](=[O:9])[O:4][C:5]([CH3:8])([CH3:6])[CH3:7])[CH2:11]2)=[N:19][CH:18]=1, predict the reactants needed to synthesize it. The reactants are: [CH3:1][N:2]([CH:10]1[CH2:13][N:12]([C:14]2[C:15]3[N:16]([N:20]=[N:21][N:22]=3)[CH:17]=[CH:18][N:19]=2)[CH2:11]1)[C:3](=[O:9])[O:4][C:5]([CH3:8])([CH3:7])[CH3:6].CN(C=O)C.[Br:28]N1C(=O)CCC1=O. (4) Given the product [C:29]([C:27]1[O:26][N:25]=[C:24]([NH:23][C:21]([NH:20][C:16]2[CH:17]=[CH:18][CH:19]=[C:14]([C:13]#[C:12][C:9]3[CH:8]=[N:7][C:6]([NH:5][CH2:4][CH2:3][CH2:2][NH:1][CH2:42][CH2:41][OH:40])=[N:11][CH:10]=3)[CH:15]=2)=[O:22])[CH:28]=1)([CH3:32])([CH3:31])[CH3:30], predict the reactants needed to synthesize it. The reactants are: [NH2:1][CH2:2][CH2:3][CH2:4][NH:5][C:6]1[N:11]=[CH:10][C:9]([C:12]#[C:13][C:14]2[CH:15]=[C:16]([NH:20][C:21]([NH:23][C:24]3[CH:28]=[C:27]([C:29]([CH3:32])([CH3:31])[CH3:30])[O:26][N:25]=3)=[O:22])[CH:17]=[CH:18][CH:19]=2)=[CH:8][N:7]=1.[Si]([O:40][CH2:41][CH:42]=O)(C(C)(C)C)(C)C.[BH4-].[Na+].CO. (5) The reactants are: [NH2:1][C:2]1[N:7]=[C:6]([O:8][CH3:9])[C:5]([C:10](=[O:19])[CH2:11][CH2:12][CH:13]2[CH2:18][CH2:17][NH:16][CH2:15][CH2:14]2)=[CH:4][C:3]=1[Cl:20].I[CH2:22][CH:23]([CH3:25])[CH3:24].NC1N=C(OC)C(C(=O)CCC2CCNCC2)=CC=1.ICCCC. Given the product [NH2:1][C:2]1[N:7]=[C:6]([O:8][CH3:9])[C:5]([C:10](=[O:19])[CH2:11][CH2:12][CH:13]2[CH2:18][CH2:17][N:16]([CH2:22][CH:23]([CH3:25])[CH3:24])[CH2:15][CH2:14]2)=[CH:4][C:3]=1[Cl:20], predict the reactants needed to synthesize it. (6) Given the product [OH:12][C:13]([CH3:45])([CH3:46])[CH2:14][C@@:15]1([C:39]2[CH:44]=[CH:43][CH:42]=[CH:41][CH:40]=2)[O:20][C:19](=[O:21])[N:18]([C@H:22]([C:24]2[CH:25]=[CH:26][C:27]([C:2]3[N:7]=[CH:6][C:5]([C:8]([OH:11])([CH3:10])[CH3:9])=[CH:4][N:3]=3)=[CH:28][CH:29]=2)[CH3:23])[CH2:17][CH2:16]1, predict the reactants needed to synthesize it. The reactants are: Cl[C:2]1[N:7]=[CH:6][C:5]([C:8]([OH:11])([CH3:10])[CH3:9])=[CH:4][N:3]=1.[OH:12][C:13]([CH3:46])([CH3:45])[CH2:14][C@@:15]1([C:39]2[CH:44]=[CH:43][CH:42]=[CH:41][CH:40]=2)[O:20][C:19](=[O:21])[N:18]([C@H:22]([C:24]2[CH:29]=[CH:28][C:27](B3OC(C)(C)C(C)(C)O3)=[CH:26][CH:25]=2)[CH3:23])[CH2:17][CH2:16]1.C([O-])(O)=O.[Na+]. (7) Given the product [OH:12][C:8]1[C:7]([O:13][CH3:14])=[CH:6][C:3]([C:4]#[N:5])=[C:2]([C:15]2[CH:20]=[CH:19][CH:18]=[CH:17][CH:16]=2)[C:9]=1[C:10]#[N:11], predict the reactants needed to synthesize it. The reactants are: Br[C:2]1[C:9]([C:10]#[N:11])=[C:8]([OH:12])[C:7]([O:13][CH3:14])=[CH:6][C:3]=1[C:4]#[N:5].[C:15]1(B(O)O)[CH:20]=[CH:19][CH:18]=[CH:17][CH:16]=1.C(=O)([O-])[O-].[Na+].[Na+].